From a dataset of Forward reaction prediction with 1.9M reactions from USPTO patents (1976-2016). Predict the product of the given reaction. (1) Given the reactants [CH2:1]1[C:9]2[C:4](=[CH:5][CH:6]=[CH:7][CH:8]=2)[CH2:3][CH:2]1[NH:10][C:11](=[O:13])[CH3:12].[Cl:14][CH2:15][CH2:16][CH2:17][CH2:18][C:19](Cl)=[O:20], predict the reaction product. The product is: [Cl:14][CH2:15][CH2:16][CH2:17][CH2:18][C:19]([C:6]1[CH:5]=[C:4]2[C:9](=[CH:8][CH:7]=1)[CH2:1][CH:2]([NH:10][C:11](=[O:13])[CH3:12])[CH2:3]2)=[O:20]. (2) Given the reactants [NH2:1][C:2]1[N:7]=[C:6]([NH:8][CH2:9][CH2:10][CH2:11][N:12](C)[C:13](=O)OC(C)(C)C)[CH:5]=[CH:4][N:3]=1.[ClH:21].O1CCOCC1, predict the reaction product. The product is: [ClH:21].[ClH:21].[CH3:13][NH:12][CH2:11][CH2:10][CH2:9][NH:8][C:6]1[CH:5]=[CH:4][N:3]=[C:2]([NH2:1])[N:7]=1. (3) Given the reactants [O:1]1[CH2:6][CH2:5][N:4]([CH2:7][CH2:8][CH2:9][O:10][C:11]2[CH:18]=[CH:17][C:16]([N+:19]([O-])=O)=[CH:15][C:12]=2[C:13]#[N:14])[CH2:3][CH2:2]1.[NH4+].[Cl-], predict the reaction product. The product is: [NH2:19][C:16]1[CH:17]=[CH:18][C:11]([O:10][CH2:9][CH2:8][CH2:7][N:4]2[CH2:3][CH2:2][O:1][CH2:6][CH2:5]2)=[C:12]([CH:15]=1)[C:13]#[N:14]. (4) Given the reactants [H-].[Na+].[CH3:3][CH2:4][O:5][C:6]([CH:8](P(OCC)(OCC)=O)[F:9])=[O:7].[C:18]([C:21]1[O:25][C:24]2[C:26]([C:30]3[CH:35]=[C:34]([CH2:36][CH3:37])[CH:33]=[C:32]([C:38]([CH3:41])([CH3:40])[CH3:39])[C:31]=3[O:42][CH2:43][CH2:44][CH3:45])=[CH:27][CH:28]=[CH:29][C:23]=2[CH:22]=1)(=O)[CH3:19].O, predict the reaction product. The product is: [CH2:4]([O:5][C:6](=[O:7])[C:8]([F:9])=[C:18]([C:21]1[O:25][C:24]2[C:26]([C:30]3[CH:35]=[C:34]([CH2:36][CH3:37])[CH:33]=[C:32]([C:38]([CH3:41])([CH3:40])[CH3:39])[C:31]=3[O:42][CH2:43][CH2:44][CH3:45])=[CH:27][CH:28]=[CH:29][C:23]=2[CH:22]=1)[CH3:19])[CH3:3]. (5) Given the reactants C1(C(C2C=CC=CC=2)[N:8]2[C:12]3=[N:13][CH:14]=[CH:15][CH:16]=[C:11]3[C:10]3([C:28]4[C:19](=[CH:20][C:21]5[O:26][CH2:25][CH2:24][O:23][C:22]=5[CH:27]=4)[O:18][CH2:17]3)[C:9]2=[O:29])C=CC=CC=1.C([SiH](CC)CC)C, predict the reaction product. The product is: [NH:8]1[C:12]2=[N:13][CH:14]=[CH:15][CH:16]=[C:11]2[C:10]2([C:28]3[C:19](=[CH:20][C:21]4[O:26][CH2:25][CH2:24][O:23][C:22]=4[CH:27]=3)[O:18][CH2:17]2)[C:9]1=[O:29]. (6) Given the reactants [NH4+].[Cl-].[CH3:3][O:4][C:5]1[CH:10]=[CH:9][N:8]=[C:7]([NH2:11])[C:6]=1[N+:12]([O-])=O.O, predict the reaction product. The product is: [CH3:3][O:4][C:5]1[CH:10]=[CH:9][N:8]=[C:7]([NH2:11])[C:6]=1[NH2:12]. (7) Given the reactants Br[C:2]1[C:7]([CH:8]2[CH2:10][CH2:9]2)=[CH:6][C:5]([OH:11])=[C:4]([CH:12]2[CH2:14][CH2:13]2)[CH:3]=1.[C:15]([O:19]C1C(C2CC2)=CC(O)=C(C)C=1)([CH3:18])([CH3:17])[CH3:16], predict the reaction product. The product is: [C:15]([O:19][C:2]1[C:7]([CH:8]2[CH2:10][CH2:9]2)=[CH:6][C:5]([OH:11])=[C:4]([CH:12]2[CH2:14][CH2:13]2)[CH:3]=1)([CH3:18])([CH3:17])[CH3:16]. (8) Given the reactants [NH2:1][C:2]1[N:7]=[CH:6][N:5]=[C:4]2[N:8]([C@@H:14]3[CH2:18][CH2:17][N:16]([C:19]([O:21][C:22]([CH3:25])([CH3:24])[CH3:23])=[O:20])[CH2:15]3)[N:9]=[C:10]([C:11]([OH:13])=O)[C:3]=12.C1N=CN(C(N2C=NC=C2)=O)C=1.[F:38][C:39]([F:51])([F:50])[C:40]1[CH:41]=[CH:42][C:43]2[O:47][C:46]([NH2:48])=[N:45][C:44]=2[CH:49]=1.C[Si](C)(C)N[Si](C)(C)C.[Li], predict the reaction product. The product is: [C:22]([O:21][C:19]([N:16]1[CH2:17][CH2:18][C@@H:14]([N:8]2[C:4]3=[N:5][CH:6]=[N:7][C:2]([NH2:1])=[C:3]3[C:10]([C:11](=[O:13])[NH:48][C:46]3[O:47][C:43]4[CH:42]=[CH:41][C:40]([C:39]([F:51])([F:38])[F:50])=[CH:49][C:44]=4[N:45]=3)=[N:9]2)[CH2:15]1)=[O:20])([CH3:25])([CH3:24])[CH3:23]. (9) The product is: [CH2:46]([N:53]1[CH:57]=[C:56]([C:58]2[C:66]3[C:61](=[N:62][CH:63]=[C:64]([C:67]4[CH:68]=[CH:69][C:70]([N:73]5[CH2:74][CH2:75][N:76]([CH2:79][C@@H:80]([OH:82])[CH3:81])[CH2:77][CH2:78]5)=[CH:71][CH:72]=4)[CH:65]=3)[NH:60][CH:59]=2)[CH:55]=[N:54]1)[C:47]1[CH:52]=[CH:51][CH:50]=[CH:49][CH:48]=1. Given the reactants Cl.FC1C=C(C=CC=1)CN1C=C(C2C3C(=NC=C(C4C=CC(C5CCNCC5)=CC=4)C=3)N(S(C3C=CC(C)=CC=3)(=O)=O)C=2)C=N1.[CH2:46]([N:53]1[CH:57]=[C:56]([C:58]2[C:66]3[C:61](=[N:62][CH:63]=[C:64]([C:67]4[CH:72]=[CH:71][C:70]([N:73]5[CH2:78][CH2:77][N:76]([CH2:79][C@@H:80]([OH:82])[CH3:81])[CH2:75][CH2:74]5)=[CH:69][CH:68]=4)[CH:65]=3)[N:60](S(C3C=CC(C)=CC=3)(=O)=O)[CH:59]=2)[CH:55]=[N:54]1)[C:47]1[CH:52]=[CH:51][CH:50]=[CH:49][CH:48]=1.[OH-].[Li+], predict the reaction product. (10) Given the reactants [Cl:1][C:2]1[C:3]([O:15][CH2:16][CH2:17][CH2:18][O:19][C:20]2[CH:25]=[CH:24][C:23]([C:26]([F:29])([F:28])[F:27])=[CH:22][N:21]=2)=[C:4](I)[CH:5]=[C:6]([O:8][CH2:9][CH:10]=[C:11]([Cl:13])[Cl:12])[CH:7]=1.[Cl:30][C:31]1[CH:36]=[CH:35][CH:34]=[CH:33][C:32]=1[C:37]#[CH:38], predict the reaction product. The product is: [Cl:1][C:2]1[CH:7]=[C:6]([O:8][CH2:9][CH:10]=[C:11]([Cl:13])[Cl:12])[CH:5]=[C:4]([C:38]#[C:37][C:32]2[CH:33]=[CH:34][CH:35]=[CH:36][C:31]=2[Cl:30])[C:3]=1[O:15][CH2:16][CH2:17][CH2:18][O:19][C:20]1[CH:25]=[CH:24][C:23]([C:26]([F:29])([F:28])[F:27])=[CH:22][N:21]=1.